From a dataset of NCI-60 drug combinations with 297,098 pairs across 59 cell lines. Regression. Given two drug SMILES strings and cell line genomic features, predict the synergy score measuring deviation from expected non-interaction effect. (1) Drug 1: CC1C(C(CC(O1)OC2CC(CC3=C2C(=C4C(=C3O)C(=O)C5=C(C4=O)C(=CC=C5)OC)O)(C(=O)CO)O)N)O.Cl. Drug 2: C1C(C(OC1N2C=NC(=NC2=O)N)CO)O. Cell line: OVCAR-8. Synergy scores: CSS=15.1, Synergy_ZIP=-4.31, Synergy_Bliss=1.02, Synergy_Loewe=-0.990, Synergy_HSA=2.84. (2) Drug 1: C1CCC(C1)C(CC#N)N2C=C(C=N2)C3=C4C=CNC4=NC=N3. Drug 2: CCC(=C(C1=CC=CC=C1)C2=CC=C(C=C2)OCCN(C)C)C3=CC=CC=C3.C(C(=O)O)C(CC(=O)O)(C(=O)O)O. Cell line: OVCAR-8. Synergy scores: CSS=3.69, Synergy_ZIP=1.25, Synergy_Bliss=1.15, Synergy_Loewe=-0.817, Synergy_HSA=-0.866. (3) Drug 1: C1=NC2=C(N=C(N=C2N1C3C(C(C(O3)CO)O)F)Cl)N. Drug 2: CC1C(C(CC(O1)OC2CC(CC3=C2C(=C4C(=C3O)C(=O)C5=C(C4=O)C(=CC=C5)OC)O)(C(=O)CO)O)N)O.Cl. Cell line: A498. Synergy scores: CSS=38.1, Synergy_ZIP=-2.68, Synergy_Bliss=-0.0555, Synergy_Loewe=-0.141, Synergy_HSA=1.89. (4) Drug 1: C1=NNC2=C1C(=O)NC=N2. Drug 2: CCC1(C2=C(COC1=O)C(=O)N3CC4=CC5=C(C=CC(=C5CN(C)C)O)N=C4C3=C2)O.Cl. Cell line: SK-MEL-28. Synergy scores: CSS=7.73, Synergy_ZIP=-2.20, Synergy_Bliss=-0.855, Synergy_Loewe=-18.2, Synergy_HSA=-4.03. (5) Drug 2: C1=NNC2=C1C(=O)NC=N2. Drug 1: C1=CC(=CC=C1CC(C(=O)O)N)N(CCCl)CCCl.Cl. Cell line: A498. Synergy scores: CSS=16.0, Synergy_ZIP=0.937, Synergy_Bliss=6.22, Synergy_Loewe=-0.0846, Synergy_HSA=2.98.